Dataset: NCI-60 drug combinations with 297,098 pairs across 59 cell lines. Task: Regression. Given two drug SMILES strings and cell line genomic features, predict the synergy score measuring deviation from expected non-interaction effect. (1) Drug 2: C(CN)CNCCSP(=O)(O)O. Drug 1: CC1C(C(CC(O1)OC2CC(OC(C2O)C)OC3=CC4=CC5=C(C(=O)C(C(C5)C(C(=O)C(C(C)O)O)OC)OC6CC(C(C(O6)C)O)OC7CC(C(C(O7)C)O)OC8CC(C(C(O8)C)O)(C)O)C(=C4C(=C3C)O)O)O)O. Cell line: UACC-257. Synergy scores: CSS=17.1, Synergy_ZIP=1.19, Synergy_Bliss=3.22, Synergy_Loewe=-31.7, Synergy_HSA=0.784. (2) Drug 1: CC(C1=C(C=CC(=C1Cl)F)Cl)OC2=C(N=CC(=C2)C3=CN(N=C3)C4CCNCC4)N. Drug 2: CC1CCC2CC(C(=CC=CC=CC(CC(C(=O)C(C(C(=CC(C(=O)CC(OC(=O)C3CCCCN3C(=O)C(=O)C1(O2)O)C(C)CC4CCC(C(C4)OC)OCCO)C)C)O)OC)C)C)C)OC. Cell line: MDA-MB-231. Synergy scores: CSS=15.0, Synergy_ZIP=-2.93, Synergy_Bliss=-1.98, Synergy_Loewe=-5.36, Synergy_HSA=0.218. (3) Drug 1: N.N.Cl[Pt+2]Cl. Drug 2: CC1C(C(CC(O1)OC2CC(CC3=C2C(=C4C(=C3O)C(=O)C5=C(C4=O)C(=CC=C5)OC)O)(C(=O)CO)O)N)O.Cl. Cell line: SN12C. Synergy scores: CSS=36.2, Synergy_ZIP=-2.83, Synergy_Bliss=-9.05, Synergy_Loewe=-26.3, Synergy_HSA=-7.48. (4) Drug 1: C1C(C(OC1N2C=NC3=C2NC=NCC3O)CO)O. Drug 2: COCCOC1=C(C=C2C(=C1)C(=NC=N2)NC3=CC=CC(=C3)C#C)OCCOC.Cl. Cell line: HCT116. Synergy scores: CSS=0.912, Synergy_ZIP=-1.86, Synergy_Bliss=-4.92, Synergy_Loewe=-1.55, Synergy_HSA=-5.09. (5) Drug 1: COC1=CC(=CC(=C1O)OC)C2C3C(COC3=O)C(C4=CC5=C(C=C24)OCO5)OC6C(C(C7C(O6)COC(O7)C8=CC=CS8)O)O. Drug 2: CC1CCC2CC(C(=CC=CC=CC(CC(C(=O)C(C(C(=CC(C(=O)CC(OC(=O)C3CCCCN3C(=O)C(=O)C1(O2)O)C(C)CC4CCC(C(C4)OC)O)C)C)O)OC)C)C)C)OC. Cell line: NCI-H322M. Synergy scores: CSS=13.4, Synergy_ZIP=-5.04, Synergy_Bliss=-2.94, Synergy_Loewe=-15.6, Synergy_HSA=-0.996.